From a dataset of Peptide-MHC class II binding affinity with 134,281 pairs from IEDB. Regression. Given a peptide amino acid sequence and an MHC pseudo amino acid sequence, predict their binding affinity value. This is MHC class II binding data. (1) The peptide sequence is QLGELYYAIHKASPV. The MHC is DRB3_0202 with pseudo-sequence DRB3_0202. The binding affinity (normalized) is 0.532. (2) The peptide sequence is ALRIIAGTPEVHAVK. The MHC is DRB1_1602 with pseudo-sequence DRB1_1602. The binding affinity (normalized) is 0.613. (3) The peptide sequence is GWLQIVDKIDAAFKI. The MHC is DRB1_1101 with pseudo-sequence DRB1_1101. The binding affinity (normalized) is 0.622.